Dataset: Full USPTO retrosynthesis dataset with 1.9M reactions from patents (1976-2016). Task: Predict the reactants needed to synthesize the given product. (1) Given the product [Br:1][C:2]1[CH:3]=[CH:4][C:5]([I:10])=[C:6]([CH2:7][NH2:8])[CH:9]=1, predict the reactants needed to synthesize it. The reactants are: [Br:1][C:2]1[CH:3]=[CH:4][C:5]([I:10])=[C:6]([CH:9]=1)[C:7]#[N:8].B.C1COCC1.Cl.[OH-].[K+]. (2) Given the product [NH2:1][C:2]1[N:6]([C:7]2[CH:12]=[CH:11][CH:10]=[C:9]([Cl:13])[C:8]=2[F:14])[N:5]=[N:4][C:3]=1[C:15]([OH:17])=[O:16], predict the reactants needed to synthesize it. The reactants are: [NH2:1][C:2]1[N:6]([C:7]2[CH:12]=[CH:11][CH:10]=[C:9]([Cl:13])[C:8]=2[F:14])[N:5]=[N:4][C:3]=1[C:15]([O:17]CC)=[O:16].CC[O-].[Na+].C(CC(OCC)=O)#N.N(C1C=CC=C(Cl)C=1F)=[N+]=[N-]. (3) Given the product [CH3:1][C:2]1[CH:3]=[CH:4][C:5]([CH2:10][CH2:11][CH2:12][CH:13]=[CH2:14])=[C:6]([CH2:7][NH2:21])[CH:9]=1, predict the reactants needed to synthesize it. The reactants are: [CH3:1][C:2]1[CH:3]=[CH:4][C:5]([CH2:10][CH2:11][CH2:12][CH:13]=[CH2:14])=[C:6]([CH:9]=1)[CH:7]=O.C([O-])(=O)C.[NH4+].C([BH3-])#[N:21].[Na+].C(=O)(O)[O-].[Na+]. (4) Given the product [F:2][C:3]1[CH:8]=[CH:7][C:6]([NH:9][C:10]2[CH:15]=[CH:14][N:13]=[C:12]([NH:16][C:17]3[CH:22]=[CH:21][C:20]([S:23]([N:34]([CH:31]4[CH2:32][CH2:33][N:28]([CH3:27])[CH2:29][CH2:30]4)[CH2:35][C:36]4[N:37]([CH3:41])[CH:38]=[CH:39][CH:40]=4)(=[O:25])=[O:24])=[CH:19][CH:18]=3)[N:11]=2)=[CH:5][CH:4]=1, predict the reactants needed to synthesize it. The reactants are: Cl.[F:2][C:3]1[CH:8]=[CH:7][C:6]([NH:9][C:10]2[CH:15]=[CH:14][N:13]=[C:12]([NH:16][C:17]3[CH:22]=[CH:21][C:20]([S:23](Cl)(=[O:25])=[O:24])=[CH:19][CH:18]=3)[N:11]=2)=[CH:5][CH:4]=1.[CH3:27][N:28]1[CH2:33][CH2:32][CH:31]([NH:34][CH2:35][C:36]2[N:37]([CH3:41])[CH:38]=[CH:39][CH:40]=2)[CH2:30][CH2:29]1.